This data is from Full USPTO retrosynthesis dataset with 1.9M reactions from patents (1976-2016). The task is: Predict the reactants needed to synthesize the given product. (1) Given the product [CH3:14][O:15][C:16](=[O:35])[C:17]1[CH:22]=[C:21]([S:23](=[O:33])(=[O:32])[NH:24][C:25]2[CH:30]=[CH:29][C:28]([C:8]3[CH:9]=[CH:10][C:5]([CH2:1][CH2:2][CH2:3][CH3:4])=[CH:6][CH:7]=3)=[CH:27][CH:26]=2)[CH:20]=[CH:19][C:18]=1[CH3:34], predict the reactants needed to synthesize it. The reactants are: [CH2:1]([C:5]1[CH:10]=[CH:9][C:8](B(O)O)=[CH:7][CH:6]=1)[CH2:2][CH2:3][CH3:4].[CH3:14][O:15][C:16](=[O:35])[C:17]1[CH:22]=[C:21]([S:23](=[O:33])(=[O:32])[NH:24][C:25]2[CH:30]=[CH:29][C:28](Br)=[CH:27][CH:26]=2)[CH:20]=[CH:19][C:18]=1[CH3:34].C(=O)([O-])[O-].[K+].[K+]. (2) Given the product [CH2:26]([O:28][C:29]([C:31]1([C:34]2[CH:39]=[CH:38][C:37]([C:2]3[CH:7]=[CH:6][C:5]([C:8]4[O:12][N:11]=[C:10]([CH3:13])[C:9]=4[NH:14][CH:15]([CH3:25])[CH2:16][CH2:17][C:18]4[CH:23]=[CH:22][CH:21]=[C:20]([Cl:24])[CH:19]=4)=[CH:4][CH:3]=3)=[CH:36][CH:35]=2)[CH2:32][CH2:33]1)=[O:30])[CH3:27], predict the reactants needed to synthesize it. The reactants are: Br[C:2]1[CH:7]=[CH:6][C:5]([C:8]2[O:12][N:11]=[C:10]([CH3:13])[C:9]=2[NH:14][CH:15]([CH3:25])[CH2:16][CH2:17][C:18]2[CH:23]=[CH:22][CH:21]=[C:20]([Cl:24])[CH:19]=2)=[CH:4][CH:3]=1.[CH2:26]([O:28][C:29]([C:31]1([C:34]2[CH:39]=[CH:38][C:37](B3OC(C)(C)C(C)(C)O3)=[CH:36][CH:35]=2)[CH2:33][CH2:32]1)=[O:30])[CH3:27]. (3) Given the product [CH3:13][CH:11]([CH3:12])/[C:5](=[N:4]/[O:3][CH2:15][C:16]1[CH:17]=[CH:18][C:19]([O:20][CH2:21][C:22]2[N:23]=[C:24]([C:28]3[CH:33]=[CH:32][CH:31]=[CH:30][CH:29]=3)[O:25][C:26]=2[CH3:27])=[CH:34][CH:35]=1)/[C:6]([O:8][CH2:9][CH3:10])=[O:7], predict the reactants needed to synthesize it. The reactants are: [H-].[Na+].[OH:3][N:4]=[C:5]([CH:11]([CH3:13])[CH3:12])[C:6]([O:8][CH2:9][CH3:10])=[O:7].Cl[CH2:15][C:16]1[CH:35]=[CH:34][C:19]([O:20][CH2:21][C:22]2[N:23]=[C:24]([C:28]3[CH:33]=[CH:32][CH:31]=[CH:30][CH:29]=3)[O:25][C:26]=2[CH3:27])=[CH:18][CH:17]=1.Cl.C(=O)(O)[O-].[Na+]. (4) The reactants are: [Cl:1][C:2]1[CH:3]=[C:4]2[C:8](=[CH:9][CH:10]=1)[N:7]([C:11]1[N:15]([CH3:16])[N:14]=[C:13]([CH3:17])[C:12]=1[CH2:18][NH:19][S:20]([NH2:23])(=[O:22])=[O:21])[CH:6]=[CH:5]2.C[C:25]1[CH:45]=[CH:44][CH:43]=C([N+]([O-])=O)[C:26]=1[C:27](O[C:27](=[O:28])[C:26]1C([N+]([O-])=O)=[CH:43][CH:44]=[CH:45][C:25]=1C)=[O:28].C(O)(=O)CCCCC.[Cl-].[NH4+]. Given the product [Cl:1][C:2]1[CH:3]=[C:4]2[C:8](=[CH:9][CH:10]=1)[N:7]([C:11]1[N:15]([CH3:16])[N:14]=[C:13]([CH3:17])[C:12]=1[CH2:18][NH:19][S:20]([NH:23][C:27](=[O:28])[CH2:26][CH2:25][CH2:45][CH2:44][CH3:43])(=[O:22])=[O:21])[CH:6]=[CH:5]2, predict the reactants needed to synthesize it. (5) Given the product [C:1]([O:5][C:6](=[O:27])[NH:7][CH2:8][CH2:9][CH2:10][N:11]1[C:20]2[CH:19]=[CH:18][C:17]([Br:21])=[CH:16][C:15]=2[C:14]2=[N:22][N:23]([CH:29]3[CH2:30][CH2:31][CH2:32][CH2:33][O:28]3)[C:24]([CH3:25])=[C:13]2[C:12]1=[O:26])([CH3:3])([CH3:2])[CH3:4], predict the reactants needed to synthesize it. The reactants are: [C:1]([O:5][C:6](=[O:27])[NH:7][CH2:8][CH2:9][CH2:10][N:11]1[C:20]2[CH:19]=[CH:18][C:17]([Br:21])=[CH:16][C:15]=2[C:14]2[NH:22][N:23]=[C:24]([CH3:25])[C:13]=2[C:12]1=[O:26])([CH3:4])([CH3:3])[CH3:2].[O:28]1[CH:33]=[CH:32][CH2:31][CH2:30][CH2:29]1.C1(C)C=CC(S(O)(=O)=O)=CC=1. (6) Given the product [CH2:1]([C:3]1[N:4]([C:34]2[CH:35]=[CH:36][C:31]([O:30][CH2:28][CH3:29])=[CH:32][CH:33]=2)[C:5](=[O:27])[C:6]([CH2:12][C:13]2[CH:18]=[CH:17][C:16]([C:19]3[C:20]([C:25]#[N:26])=[CH:21][CH:22]=[CH:23][CH:24]=3)=[CH:15][CH:14]=2)=[C:7]([CH2:9][CH2:10][CH3:11])[N:8]=1)[CH3:2], predict the reactants needed to synthesize it. The reactants are: [CH2:1]([C:3]1[NH:4][C:5](=[O:27])[C:6]([CH2:12][C:13]2[CH:18]=[CH:17][C:16]([C:19]3[C:20]([C:25]#[N:26])=[CH:21][CH:22]=[CH:23][CH:24]=3)=[CH:15][CH:14]=2)=[C:7]([CH2:9][CH2:10][CH3:11])[N:8]=1)[CH3:2].[CH2:28]([O:30][C:31]1[CH:36]=[CH:35][C:34](B(O)O)=[CH:33][CH:32]=1)[CH3:29].N1C=CC=CC=1.C(N(CC)CC)C.